From a dataset of Reaction yield outcomes from USPTO patents with 853,638 reactions. Predict the reaction yield, written as a fraction of the theoretical maximum amount of product (1.0 means a 100% yield; for example, 0.34 means a 34% yield). (1) The reactants are [N:1]1[CH:6]=[CH:5][CH:4]=[CH:3][C:2]=1[CH:7]=[O:8].[C:9]([O:13][CH3:14])(=[O:12])[CH:10]=[CH2:11]. The catalyst is N12CCN(CC1)CC2.C(Cl)(Cl)Cl. The product is [OH:8][CH:7]([C:2]1[CH:3]=[CH:4][CH:5]=[CH:6][N:1]=1)[C:10](=[CH2:11])[C:9]([O:13][CH3:14])=[O:12]. The yield is 0.600. (2) The reactants are [S:1](N)([NH2:4])(=[O:3])=[O:2].[CH:6]1([CH2:9][NH:10][CH2:11][CH:12]([O:15][CH3:16])[O:13][CH3:14])[CH2:8][CH2:7]1.C(Cl)Cl. The catalyst is O1CCOCC1. The product is [CH:6]1([CH2:9][N:10]([CH2:11][CH:12]([O:13][CH3:14])[O:15][CH3:16])[S:1]([NH2:4])(=[O:3])=[O:2])[CH2:7][CH2:8]1. The yield is 0.680. (3) The reactants are C=O.N[C:4]1[CH:5]=[C:6]([CH:16]=[C:17]([O:19][CH3:20])[CH:18]=1)[CH2:7][NH:8][C:9](=[O:15])[O:10][C:11]([CH3:14])([CH3:13])[CH3:12].[BH3-][C:22]#[N:23].[Na+].[CH3:25]C(O)=O. The catalyst is CC#N.CCOCC.O. The product is [CH3:25][N:23]([CH3:22])[C:4]1[CH:5]=[C:6]([CH:16]=[C:17]([O:19][CH3:20])[CH:18]=1)[CH2:7][NH:8][C:9](=[O:15])[O:10][C:11]([CH3:14])([CH3:13])[CH3:12]. The yield is 0.580.